Dataset: Forward reaction prediction with 1.9M reactions from USPTO patents (1976-2016). Task: Predict the product of the given reaction. (1) Given the reactants [F:1][C:2]1[CH:3]=[CH:4][C:5]([O:31][CH3:32])=[C:6]([C:8]([CH3:30])([CH3:29])[CH2:9][C:10]([OH:28])([C:24]([F:27])([F:26])[F:25])[CH2:11][C:12]2[NH:13][C:14]3[CH:15]=[CH:16][CH:17]=[C:18]([C:21]([NH2:23])=O)[C:19]=3[CH:20]=2)[CH:7]=1.N1C(Cl)=NC(Cl)=NC=1Cl.C(=O)(O)[O-].[Na+], predict the reaction product. The product is: [F:1][C:2]1[CH:3]=[CH:4][C:5]([O:31][CH3:32])=[C:6]([C:8]([CH3:29])([CH3:30])[CH2:9][C:10]([OH:28])([C:24]([F:26])([F:27])[F:25])[CH2:11][C:12]2[NH:13][C:14]3[CH:15]=[CH:16][CH:17]=[C:18]([C:21]#[N:23])[C:19]=3[CH:20]=2)[CH:7]=1. (2) Given the reactants O1[C:5]2([CH2:10][CH2:9][CH:8]([CH2:11][C:12]([O:14][CH2:15][CH3:16])=[O:13])[CH2:7][CH2:6]2)[O:4]CC1.Cl, predict the reaction product. The product is: [O:4]=[C:5]1[CH2:10][CH2:9][CH:8]([CH2:11][C:12]([O:14][CH2:15][CH3:16])=[O:13])[CH2:7][CH2:6]1.